Task: Predict the product of the given reaction.. Dataset: Forward reaction prediction with 1.9M reactions from USPTO patents (1976-2016) (1) Given the reactants BrC1[CH:12]=[CH:11][C:5]([C:6]([O:8][CH2:9][CH3:10])=[O:7])=[C:4]([Cl:13])C=1.[C:37]1(P([C:37]2[CH:42]=[CH:41][CH:40]=[CH:39][CH:38]=2)CCCP([C:37]2[CH:42]=[CH:41][CH:40]=[CH:39][CH:38]=2)[C:37]2[CH:42]=[CH:41][CH:40]=[CH:39][CH:38]=2)[CH:42]=[CH:41][CH:40]=[CH:39][CH:38]=1.C(N(CC)[CH:47]([CH3:49])[CH3:48])(C)C.[CH2:52]([OH:59])C1C=CC=CC=1.CS(C)=[O:62], predict the reaction product. The product is: [Cl:13][C:4]1[CH:49]=[C:47]([C:48]([O:59][CH2:52][C:37]2[CH:38]=[CH:39][CH:40]=[CH:41][CH:42]=2)=[O:62])[CH:12]=[CH:11][C:5]=1[C:6]([O:8][CH2:9][CH3:10])=[O:7]. (2) Given the reactants [F:1][C:2]([F:6])([F:5])[CH2:3][OH:4].[H-].[Na+].[CH3:9][O:10][C:11]1[CH:16]=[CH:15][C:14]([C:17]2[N:18]=[C:19](S(C)(=O)=O)[O:20][C:21]=2[C:22]2[CH:34]=[CH:33][C:25]([O:26][CH2:27][CH2:28][NH:29][C:30]([NH2:32])=[O:31])=[CH:24][CH:23]=2)=[CH:13][CH:12]=1, predict the reaction product. The product is: [CH3:9][O:10][C:11]1[CH:12]=[CH:13][C:14]([C:17]2[N:18]=[C:19]([O:4][CH2:3][C:2]([F:6])([F:5])[F:1])[O:20][C:21]=2[C:22]2[CH:34]=[CH:33][C:25]([O:26][CH2:27][CH2:28][NH:29][C:30]([NH2:32])=[O:31])=[CH:24][CH:23]=2)=[CH:15][CH:16]=1. (3) Given the reactants Cl[C:2]1[N:7]=[C:6]([N:8]([CH2:16][C:17]2[CH:22]=[CH:21][C:20]([O:23][CH3:24])=[CH:19][C:18]=2[O:25][CH3:26])[C:9](=[O:15])[O:10][C:11]([CH3:14])([CH3:13])[CH3:12])[C:5]2[N:27]=[CH:28][N:29]([CH3:30])[C:4]=2[CH:3]=1.[C:31](=[NH:44])([C:38]1[CH:43]=[CH:42][CH:41]=[CH:40][CH:39]=1)[C:32]1[CH:37]=[CH:36][CH:35]=[CH:34][CH:33]=1.CC1(C)C2C=CC=C(P(C3C=CC=CC=3)C3C=CC=CC=3)C=2OC2C1=CC=CC=2P(C1C=CC=CC=1)C1C=CC=CC=1.C(=O)([O-])[O-].[Cs+].[Cs+], predict the reaction product. The product is: [CH3:26][O:25][C:18]1[CH:19]=[C:20]([O:23][CH3:24])[CH:21]=[CH:22][C:17]=1[CH2:16][N:8]([C:6]1[C:5]2[N:27]=[CH:28][N:29]([CH3:30])[C:4]=2[CH:3]=[C:2]([N:44]=[C:31]([C:32]2[CH:37]=[CH:36][CH:35]=[CH:34][CH:33]=2)[C:38]2[CH:43]=[CH:42][CH:41]=[CH:40][CH:39]=2)[N:7]=1)[C:9](=[O:15])[O:10][C:11]([CH3:14])([CH3:13])[CH3:12].